From a dataset of Full USPTO retrosynthesis dataset with 1.9M reactions from patents (1976-2016). Predict the reactants needed to synthesize the given product. (1) Given the product [OH:13][C:14]([CH3:34])([CH3:33])[CH2:15][O:16][C:17]1[CH:22]=[CH:21][C:20]([N:23]2[CH:28]=[CH:27][N:26]=[C:25]([S:85][CH2:84][CH2:83][C:78]3[CH:79]=[CH:80][CH:81]=[CH:82][N:77]=3)[C:24]2=[O:30])=[CH:19][C:18]=1[O:31][CH3:32], predict the reactants needed to synthesize it. The reactants are: COC1C=C([N+]([O-])=O)C=CC=1O.[OH:13][C:14]([CH3:34])([CH3:33])[CH2:15][O:16][C:17]1[CH:22]=[CH:21][C:20]([N:23]2[CH:28]=[CH:27][NH:26][C:25](=O)[C:24]2=[O:30])=[CH:19][C:18]=1[O:31][CH3:32].C(N(C(C)C)C(C)C)C.C1CN([P+](ON2N=NC3C=CC=CC2=3)(N2CCCC2)N2CCCC2)CC1.F[P-](F)(F)(F)(F)F.[N:77]1[CH:82]=[CH:81][CH:80]=[CH:79][C:78]=1[CH2:83][CH2:84][SH:85]. (2) Given the product [CH3:1][N:2]([CH3:31])[CH2:3][CH2:4][N:5]1[C:9]2=[CH:10][CH:11]=[C:12]3[C:17]([N:16]=[C:15]([C:18]4[CH:19]=[CH:20][C:21]([NH:22][C:36]([NH:44][C:45]5[CH:46]=[N:47][CH:48]=[CH:49][CH:50]=5)=[O:42])=[CH:23][CH:24]=4)[N:14]=[C:13]3[N:25]3[CH2:30][CH2:29][O:28][CH2:27][CH2:26]3)=[C:8]2[CH:7]=[CH:6]1, predict the reactants needed to synthesize it. The reactants are: [CH3:1][N:2]([CH3:31])[CH2:3][CH2:4][N:5]1[C:9]2=[CH:10][CH:11]=[C:12]3[C:17]([N:16]=[C:15]([C:18]4[CH:24]=[CH:23][C:21]([NH2:22])=[CH:20][CH:19]=4)[N:14]=[C:13]3[N:25]3[CH2:30][CH2:29][O:28][CH2:27][CH2:26]3)=[C:8]2[CH:7]=[CH:6]1.ClC(Cl)(O[C:36](=[O:42])OC(Cl)(Cl)Cl)Cl.[NH2:44][C:45]1[CH:46]=[N:47][CH:48]=[CH:49][CH:50]=1. (3) Given the product [CH2:13]=[C:11]1[CH2:12][N:8]([C:6]([O:5][C:1]([CH3:4])([CH3:2])[CH3:3])=[O:7])[C@H:9]([C:14]([O:16][CH3:17])=[O:15])[CH2:10]1, predict the reactants needed to synthesize it. The reactants are: [C:1]([O:5][C:6]([N:8]1[CH2:12][C:11](=[CH2:13])[CH2:10][C@H:9]1[C:14]([OH:16])=[O:15])=[O:7])([CH3:4])([CH3:3])[CH3:2].[C:17](=O)([O-])[O-].[K+].[K+].CI. (4) Given the product [CH3:12][S:1][C:2]1[O:3][C:4]2[CH:10]=[C:9]([OH:11])[CH:8]=[CH:7][C:5]=2[N:6]=1, predict the reactants needed to synthesize it. The reactants are: [SH:1][C:2]1[O:3][C:4]2[CH:10]=[C:9]([OH:11])[CH:8]=[CH:7][C:5]=2[N:6]=1.[CH2:12](N(CC)CC)C.CI. (5) Given the product [F:1][C:2]1[CH:7]=[CH:6][C:5]([C:8]2[C:16]([C:17](=[N:23][OH:24])[CH:18]([CH3:20])[CH3:19])=[C:11]3[CH:12]=[CH:13][CH:14]=[CH:15][N:10]3[N:9]=2)=[CH:4][CH:3]=1, predict the reactants needed to synthesize it. The reactants are: [F:1][C:2]1[CH:7]=[CH:6][C:5]([C:8]2[C:16]([C:17](=O)[CH:18]([CH3:20])[CH3:19])=[C:11]3[CH:12]=[CH:13][CH:14]=[CH:15][N:10]3[N:9]=2)=[CH:4][CH:3]=1.Cl.[NH2:23][OH:24].[OH-].[Na+].Cl.